This data is from Reaction yield outcomes from USPTO patents with 853,638 reactions. The task is: Predict the reaction yield, written as a fraction of the theoretical maximum amount of product (1.0 means a 100% yield; for example, 0.34 means a 34% yield). (1) The reactants are [CH3:1][C:2]([O:4][C@H:5]1[C:14]2[C@@:15]3([CH3:30])[C@@H:26]([CH2:27][O:28][CH3:29])[O:25][C:23](=[O:24])[C:17]4=[CH:18][O:19][C:20]([C:21](=[O:22])[C:13]=2[C@@H:8]2[CH2:9][CH2:10][C@H:11]([OH:12])[C@@:7]2([CH3:31])[CH2:6]1)=[C:16]34)=[O:3].[CH3:32][NH:33][CH2:34][CH2:35][CH2:36][CH3:37]. The catalyst is C(Cl)Cl. The product is [C:2]([O:4][C@H:5]1[C:14]2[C@:15]3([CH3:30])[C:16](/[C:17](=[CH:18]\[N:33]([CH2:34][CH2:35][CH2:36][CH3:37])[CH3:32])/[C:23](=[O:24])[O:25][C@@H:26]3[CH2:27][O:28][CH3:29])=[C:20]([OH:19])[C:21](=[O:22])[C:13]=2[CH:8]2[C@@:7]([CH3:31])([C@@H:11]([OH:12])[CH2:10][CH2:9]2)[CH2:6]1)(=[O:3])[CH3:1]. The yield is 0.612. (2) The reactants are [Br:1][C:2]1[N:7]=[CH:6][C:5]2[CH:8]=[C:9]([CH:15]([O:19][CH2:20][CH3:21])[O:16][CH2:17][CH3:18])[N:10](S(C)(=O)=O)[C:4]=2[CH:3]=1.[OH-].[Na+].O. The catalyst is CO. The product is [Br:1][C:2]1[N:7]=[CH:6][C:5]2[CH:8]=[C:9]([CH:15]([O:16][CH2:17][CH3:18])[O:19][CH2:20][CH3:21])[NH:10][C:4]=2[CH:3]=1. The yield is 0.890. (3) The reactants are [CH2:1]([N:8]1[C:16]2[C:11](=[C:12]([O:21][CH3:22])[CH:13]=[C:14]3[CH2:20][CH2:19][CH2:18][CH2:17][C:15]3=2)[CH:10]=[C:9]1[CH:23](O)[CH3:24])[C:2]1[CH:7]=[CH:6][CH:5]=[CH:4][CH:3]=1.C(OC(=O)C)(=O)C.N1C=CC=CC=1.C1CC=CCC=1. The catalyst is O1CCCC1.[Pd]. The product is [CH2:1]([N:8]1[C:16]2[C:11](=[C:12]([O:21][CH3:22])[CH:13]=[C:14]3[CH2:20][CH2:19][CH2:18][CH2:17][C:15]3=2)[CH:10]=[C:9]1[CH2:23][CH3:24])[C:2]1[CH:3]=[CH:4][CH:5]=[CH:6][CH:7]=1. The yield is 0.700. (4) The reactants are CN(C)CCCN=C=NCC.[NH2:12][CH2:13][CH:14]([C:16]1[CH:21]=[CH:20][CH:19]=[CH:18][CH:17]=1)[OH:15].[CH3:22][O:23][C:24](=[O:34])[CH2:25][CH2:26][CH2:27][CH2:28][CH2:29][CH2:30][C:31](O)=[O:32].ON1C2C=CC=CC=2N=N1. The catalyst is C1COCC1.C(OCC)(=O)C. The product is [CH3:22][O:23][C:24](=[O:34])[CH2:25][CH2:26][CH2:27][CH2:28][CH2:29][CH2:30][C:31](=[O:32])[NH:12][CH2:13][CH:14]([OH:15])[C:16]1[CH:21]=[CH:20][CH:19]=[CH:18][CH:17]=1. The yield is 0.910. (5) The reactants are [C:1]1([C:7]#[C:8][C:9]2[N:13]3[CH:14]=[CH:15][CH:16]=[CH:17][C:12]3=[N:11][C:10]=2[CH2:18][OH:19])[CH:6]=[CH:5][CH:4]=[CH:3][CH:2]=1.[H-].[Na+].[CH2:22]([N:24]([CH2:28][CH3:29])[C:25](Cl)=[O:26])[CH3:23]. The catalyst is CN(C)C=O. The product is [CH2:22]([N:24]([CH2:28][CH3:29])[C:25](=[O:26])[O:19][CH2:18][C:10]1[N:11]=[C:12]2[CH:17]=[CH:16][CH:15]=[CH:14][N:13]2[C:9]=1[C:8]#[C:7][C:1]1[CH:2]=[CH:3][CH:4]=[CH:5][CH:6]=1)[CH3:23]. The yield is 0.720.